Dataset: Reaction yield outcomes from USPTO patents with 853,638 reactions. Task: Predict the reaction yield, written as a fraction of the theoretical maximum amount of product (1.0 means a 100% yield; for example, 0.34 means a 34% yield). (1) The reactants are Cl[C:2]([O:4][CH2:5][CH3:6])=[O:3].[OH:7][C:8]1[CH:13]=[CH:12][C:11]([C:14]2[CH:19]=[CH:18][CH:17]=[CH:16][CH:15]=2)=[CH:10][C:9]=1[CH2:20][CH2:21][CH3:22].C(N(CC)CC)C. The catalyst is C(OCC)(=O)C. The product is [C:2](=[O:3])([O:4][CH2:5][CH3:6])[O:7][C:8]1[CH:13]=[CH:12][C:11]([C:14]2[CH:19]=[CH:18][CH:17]=[CH:16][CH:15]=2)=[CH:10][C:9]=1[CH2:20][CH2:21][CH3:22]. The yield is 0.932. (2) The reactants are [NH:1](C(OC(C)(C)C)=O)[C@H:2]([C:8]([O:10]C(C)(C)C)=[O:9])[CH2:3][CH2:4][C:5](=O)[OH:6].CN(C(ON1N=NC2C=CC=NC1=2)=[N+](C)C)C.F[P-](F)(F)(F)(F)F.[NH2:46][C:47]1[CH:48]=[C:49]([CH:55]=[CH:56][CH:57]=1)[C:50]([O:52]CC)=[O:51].O.[OH-].[Li+].[OH-].[Li+].Cl. The catalyst is CN(C=O)C.O.C(O)C.C(N(CC)CC)C. The product is [NH2:1][C@H:2]([C:8]([OH:10])=[O:9])[CH2:3][CH2:4][C:5]([NH:46][C:47]1[CH:48]=[C:49]([CH:55]=[CH:56][CH:57]=1)[C:50]([OH:52])=[O:51])=[O:6]. The yield is 0.610. (3) The reactants are [C:1]([O:5][C:6]([NH:8][C:9]1[CH:16]=[CH:15][C:12]([CH:13]=[O:14])=[CH:11][CH:10]=1)=[O:7])([CH3:4])([CH3:3])[CH3:2].[H-].[Na+].[CH3:19]I. The catalyst is CN(C)C=O. The product is [C:1]([O:5][C:6]([N:8]([C:9]1[CH:10]=[CH:11][C:12]([CH:13]=[O:14])=[CH:15][CH:16]=1)[CH3:19])=[O:7])([CH3:4])([CH3:2])[CH3:3]. The yield is 0.790. (4) The reactants are C(=O)([O-])[O-].[K+].[K+].[Si:7]([O:14][CH2:15][C@H:16]([OH:24])[CH2:17][C:18]#[C:19][Si](C)(C)C)([C:10]([CH3:13])([CH3:12])[CH3:11])([CH3:9])[CH3:8]. The catalyst is CO. The product is [Si:7]([O:14][CH2:15][C@H:16]([OH:24])[CH2:17][C:18]#[CH:19])([C:10]([CH3:13])([CH3:12])[CH3:11])([CH3:9])[CH3:8]. The yield is 0.800. (5) The reactants are [CH2:1]1[C:10]2[C:5](=CC=[CH:8][CH:9]=2)[CH2:4][CH2:3][N:2]1[CH2:11][CH2:12][CH2:13][CH2:14][O:15][C:16]1[N:25]=[C:24]2[C:19]([CH2:20][CH2:21][C:22](=[O:26])[NH:23]2)=[CH:18][CH:17]=1.[S:27]1C2CCNCC=2C=C1. No catalyst specified. The product is [S:27]1[C:5]2[CH2:4][CH2:3][N:2]([CH2:11][CH2:12][CH2:13][CH2:14][O:15][C:16]3[N:25]=[C:24]4[C:19]([CH2:20][CH2:21][C:22](=[O:26])[NH:23]4)=[CH:18][CH:17]=3)[CH2:1][C:10]=2[CH:9]=[CH:8]1. The yield is 0.240. (6) The reactants are [OH:1][C:2]1[CH:7]=[CH:6][C:5]([C:8](=[O:10])[CH3:9])=[CH:4][CH:3]=1.C(=O)([O-])[O-].[K+].[K+].[CH2:17](Br)[C:18]1[CH:23]=[CH:22][CH:21]=[CH:20][CH:19]=1. The catalyst is C(#N)C.O. The product is [CH2:17]([O:1][C:2]1[CH:7]=[CH:6][C:5]([C:8](=[O:10])[CH3:9])=[CH:4][CH:3]=1)[C:18]1[CH:23]=[CH:22][CH:21]=[CH:20][CH:19]=1. The yield is 0.841. (7) The reactants are [Br:1][C:2]1[CH:7]=[CH:6][CH:5]=[CH:4][C:3]=1[OH:8].[C:9]([N:16]1[CH2:21][CH2:20][CH2:19][CH:18](O)[CH2:17]1)([O:11][C:12]([CH3:15])([CH3:14])[CH3:13])=[O:10].C1(P(C2C=CC=CC=2)C2C=CC=CC=2)C=CC=CC=1.CC(OC(/N=N/C(OC(C)C)=O)=O)C. The catalyst is C1COCC1.CCOCC.O. The product is [C:12]([O:11][C:9]([N:16]1[CH2:21][CH2:20][CH2:19][CH:18]([O:8][C:3]2[CH:4]=[CH:5][CH:6]=[CH:7][C:2]=2[Br:1])[CH2:17]1)=[O:10])([CH3:15])([CH3:13])[CH3:14]. The yield is 0.340. (8) The reactants are Cl[C:2]1[CH:7]=[C:6]([C:8]2[CH:13]=[C:12]([Br:14])[CH:11]=[CH:10][C:9]=2[Cl:15])[N:5]=[C:4]([NH2:16])[N:3]=1.[Cl:17][C:18]1[CH:23]=[CH:22][C:21]([NH2:24])=[CH:20][CH:19]=1. No catalyst specified. The product is [Br:14][C:12]1[CH:11]=[CH:10][C:9]([Cl:15])=[C:8]([C:6]2[N:5]=[C:4]([NH2:16])[N:3]=[C:2]([NH:24][C:21]3[CH:22]=[CH:23][C:18]([Cl:17])=[CH:19][CH:20]=3)[CH:7]=2)[CH:13]=1. The yield is 0.500. (9) The reactants are [Cl:1][C:2]1[CH:37]=[CH:36][C:5]([CH2:6][N:7]2[C:15]3[C:14](=[O:16])[N:13]([CH2:17][S:18]([NH2:21])(=[O:20])=[O:19])[C:12](=[O:22])[N:11]([CH3:23])[C:10]=3[N:9]=[C:8]2[O:24][C:25]2[CH:30]=[CH:29][CH:28]=[C:27]([O:31][C:32]([F:35])([F:34])[F:33])[CH:26]=2)=[CH:4][CH:3]=1.IC.[C:40](=O)([O-])[O-].[K+].[K+]. The catalyst is CN(C=O)C. The product is [Cl:1][C:2]1[CH:3]=[CH:4][C:5]([CH2:6][N:7]2[C:15]3[C:14](=[O:16])[N:13]([CH2:17][S:18]([NH:21][CH3:40])(=[O:20])=[O:19])[C:12](=[O:22])[N:11]([CH3:23])[C:10]=3[N:9]=[C:8]2[O:24][C:25]2[CH:30]=[CH:29][CH:28]=[C:27]([O:31][C:32]([F:34])([F:33])[F:35])[CH:26]=2)=[CH:36][CH:37]=1. The yield is 0.223.